From a dataset of NCI-60 drug combinations with 297,098 pairs across 59 cell lines. Regression. Given two drug SMILES strings and cell line genomic features, predict the synergy score measuring deviation from expected non-interaction effect. (1) Drug 1: CS(=O)(=O)OCCCCOS(=O)(=O)C. Drug 2: CC(C)CN1C=NC2=C1C3=CC=CC=C3N=C2N. Cell line: HL-60(TB). Synergy scores: CSS=54.4, Synergy_ZIP=0.165, Synergy_Bliss=-2.36, Synergy_Loewe=0.413, Synergy_HSA=-3.46. (2) Drug 1: CC1=C2C(C(=O)C3(C(CC4C(C3C(C(C2(C)C)(CC1OC(=O)C(C(C5=CC=CC=C5)NC(=O)OC(C)(C)C)O)O)OC(=O)C6=CC=CC=C6)(CO4)OC(=O)C)OC)C)OC. Drug 2: C1=CC(=CC=C1CCC2=CNC3=C2C(=O)NC(=N3)N)C(=O)NC(CCC(=O)O)C(=O)O. Cell line: MCF7. Synergy scores: CSS=47.8, Synergy_ZIP=-9.84, Synergy_Bliss=-9.44, Synergy_Loewe=-2.56, Synergy_HSA=3.49. (3) Drug 1: CC12CCC3C(C1CCC2=O)CC(=C)C4=CC(=O)C=CC34C. Drug 2: CN(C(=O)NC(C=O)C(C(C(CO)O)O)O)N=O. Cell line: NCI-H522. Synergy scores: CSS=17.0, Synergy_ZIP=0.349, Synergy_Bliss=1.13, Synergy_Loewe=1.92, Synergy_HSA=2.15. (4) Drug 1: CC1=C(C=C(C=C1)NC(=O)C2=CC=C(C=C2)CN3CCN(CC3)C)NC4=NC=CC(=N4)C5=CN=CC=C5. Drug 2: CNC(=O)C1=NC=CC(=C1)OC2=CC=C(C=C2)NC(=O)NC3=CC(=C(C=C3)Cl)C(F)(F)F. Cell line: HOP-92. Synergy scores: CSS=-5.58, Synergy_ZIP=1.68, Synergy_Bliss=-1.83, Synergy_Loewe=-7.65, Synergy_HSA=-6.95. (5) Cell line: OVCAR-8. Synergy scores: CSS=2.17, Synergy_ZIP=-8.67, Synergy_Bliss=-8.05, Synergy_Loewe=-9.33, Synergy_HSA=-8.96. Drug 1: C1=CC(=CC=C1CCCC(=O)O)N(CCCl)CCCl. Drug 2: CC(C)CN1C=NC2=C1C3=CC=CC=C3N=C2N. (6) Drug 1: C1=C(C(=O)NC(=O)N1)N(CCCl)CCCl. Drug 2: CCCCCOC(=O)NC1=NC(=O)N(C=C1F)C2C(C(C(O2)C)O)O. Cell line: CAKI-1. Synergy scores: CSS=44.1, Synergy_ZIP=2.68, Synergy_Bliss=-3.83, Synergy_Loewe=-31.9, Synergy_HSA=-2.52.